From a dataset of Forward reaction prediction with 1.9M reactions from USPTO patents (1976-2016). Predict the product of the given reaction. (1) The product is: [ClH:1].[Cl:1][C:2]1[CH:3]=[CH:4][C:5]([C:19]2[N:20]=[N:21][C:22]([O:25][CH:26]3[CH2:31][C:30]([CH3:33])([CH3:32])[NH:29][C:28]([CH3:35])([CH3:34])[CH2:27]3)=[CH:23][CH:24]=2)=[C:6]([OH:8])[CH:7]=1. Given the reactants [Cl:1][C:2]1[CH:3]=[CH:4][C:5](B2OC(C)(C)C(C)(C)O2)=[C:6]([OH:8])[CH:7]=1.Cl[C:19]1[N:20]=[N:21][C:22]([O:25][CH:26]2[CH2:31][C:30]([CH3:33])([CH3:32])[NH:29][C:28]([CH3:35])([CH3:34])[CH2:27]2)=[CH:23][CH:24]=1.CC(OC)(C)C, predict the reaction product. (2) Given the reactants [C:1]([O:5][C:6]([NH:8][C@H:9]([C:17](N(OC)C)=[O:18])[CH2:10][C:11]1[CH:16]=[CH:15][CH:14]=[CH:13][CH:12]=1)=[O:7])([CH3:4])([CH3:3])[CH3:2].[H-].[Al+3].[Li+].[H-].[H-].[H-].C1COCC1.S([O-])(O)(=O)=O.[K+], predict the reaction product. The product is: [C:1]([O:5][C:6](=[O:7])[NH:8][C@@H:9]([CH2:10][C:11]1[CH:16]=[CH:15][CH:14]=[CH:13][CH:12]=1)[CH:17]=[O:18])([CH3:4])([CH3:2])[CH3:3]. (3) Given the reactants [C:1]([C:3]1[CH:4]=[N:5][N:6]2[CH:11]=[C:10]([C:12]3[CH:13]=[N:14][N:15]([CH3:17])[CH:16]=3)[CH:9]=[C:8]([O:18][CH3:19])[C:7]=12)#[CH:2].[CH:20]1([C:23]2[N:27]([C:28]3[CH:33]=[CH:32][CH:31]=[CH:30][CH:29]=3)[N:26]=[CH:25][C:24]=2I)[CH2:22][CH2:21]1.C(N(CC)CC)C, predict the reaction product. The product is: [CH:20]1([C:23]2[N:27]([C:28]3[CH:33]=[CH:32][CH:31]=[CH:30][CH:29]=3)[N:26]=[CH:25][C:24]=2[C:2]#[C:1][C:3]2[CH:4]=[N:5][N:6]3[CH:11]=[C:10]([C:12]4[CH:13]=[N:14][N:15]([CH3:17])[CH:16]=4)[CH:9]=[C:8]([O:18][CH3:19])[C:7]=23)[CH2:22][CH2:21]1. (4) Given the reactants [Cl:1][C:2]1[CH:45]=[CH:44][C:5]([CH2:6][C@@H:7]([NH:28][CH:29]2[CH2:34][CH2:33][N:32]([C:35]([NH:37][C:38]3[CH:43]=[CH:42][CH:41]=[CH:40][CH:39]=3)=[O:36])[CH2:31][CH2:30]2)[C:8]([N:10]2[CH2:15][CH2:14][C:13]([CH:22]3[CH2:27][CH2:26][CH2:25][CH2:24][CH2:23]3)([CH2:16][N:17]3[CH:21]=[N:20][CH:19]=[N:18]3)[CH2:12][CH2:11]2)=[O:9])=[CH:4][CH:3]=1.Cl, predict the reaction product. The product is: [ClH:1].[Cl:1][C:2]1[CH:3]=[CH:4][C:5]([CH2:6][C@@H:7]([NH:28][CH:29]2[CH2:30][CH2:31][N:32]([C:35]([NH:37][C:38]3[CH:39]=[CH:40][CH:41]=[CH:42][CH:43]=3)=[O:36])[CH2:33][CH2:34]2)[C:8]([N:10]2[CH2:11][CH2:12][C:13]([CH:22]3[CH2:27][CH2:26][CH2:25][CH2:24][CH2:23]3)([CH2:16][N:17]3[CH:21]=[N:20][CH:19]=[N:18]3)[CH2:14][CH2:15]2)=[O:9])=[CH:44][CH:45]=1. (5) The product is: [CH3:26][O:25][C:21]1[CH:20]=[C:19]([CH:24]=[CH:23][CH:22]=1)[CH2:18][NH:17][C:15]([C:10]1[NH:11][C:12](=[O:14])[C:13]2[C:5]([CH2:4][O:3][CH2:70][CH2:71][CH:72]3[CH2:73][CH2:74][N:75]([C:78]([O:80][C:81]([CH3:82])([CH3:84])[CH3:83])=[O:79])[CH2:76][CH2:77]3)=[CH:6][S:7][C:8]=2[N:9]=1)=[O:16]. Given the reactants [H-].[Na+].[OH:3][CH2:4][C:5]1[C:13]2[C:12](=[O:14])[NH:11][C:10]([C:15]([NH:17][CH2:18][C:19]3[CH:24]=[CH:23][CH:22]=[C:21]([O:25][CH3:26])[CH:20]=3)=[O:16])=[N:9][C:8]=2[S:7][CH:6]=1.N[C@H]1CC[C@H](COCC2C3C(=O)NC(C(NCC4C=CC=C(OC)C=4)=O)=NC=3SC=2)CC1.CC1C=CC(S(O[CH2:70][CH2:71][CH:72]2[CH2:77][CH2:76][N:75]([C:78]([O:80][C:81]([CH3:84])([CH3:83])[CH3:82])=[O:79])[CH2:74][CH2:73]2)(=O)=O)=CC=1, predict the reaction product. (6) Given the reactants [OH:1][C@@H:2]1[CH2:6][N:5]([C:7]([O:9][CH2:10][C:11]2[CH:16]=[CH:15][CH:14]=[CH:13][CH:12]=2)=[O:8])[C@@H:4]([C:17]([O:19][CH3:20])=[O:18])[CH2:3]1.[C:21]1([CH3:31])[CH:26]=[CH:25][C:24]([S:27](Cl)(=[O:29])=[O:28])=[CH:23][CH:22]=1, predict the reaction product. The product is: [CH3:31][C:21]1[CH:26]=[CH:25][C:24]([S:27]([O:1][C@H:2]2[CH2:3][C@H:4]([C:17]([O:19][CH3:20])=[O:18])[N:5]([C:7]([O:9][CH2:10][C:11]3[CH:12]=[CH:13][CH:14]=[CH:15][CH:16]=3)=[O:8])[CH2:6]2)(=[O:29])=[O:28])=[CH:23][CH:22]=1. (7) Given the reactants C(O[C:6]([N:8]1[CH2:13][CH2:12][C:11]2([CH2:18][CH2:17][N:16](C)[CH2:15][CH2:14]2)[CH2:10][CH2:9]1)=O)(C)(C)C.FC(F)(F)C(O)=O.[OH-].[Na+], predict the reaction product. The product is: [CH3:6][N:8]1[CH2:13][CH2:12][C:11]2([CH2:18][CH2:17][NH:16][CH2:15][CH2:14]2)[CH2:10][CH2:9]1. (8) Given the reactants [NH2:1][C:2]1[N:7]=[C:6]([C:8]2[O:9][CH:10]=[CH:11][CH:12]=2)[C:5]([C:13]#[N:14])=[C:4](SC)[N:3]=1.[CH2:17]([NH2:24])[C:18]1[CH:23]=[CH:22][CH:21]=[CH:20][CH:19]=1, predict the reaction product. The product is: [NH2:1][C:2]1[N:3]=[C:4]([NH:24][CH2:17][C:18]2[CH:23]=[CH:22][CH:21]=[CH:20][CH:19]=2)[C:5]([C:13]#[N:14])=[C:6]([C:8]2[O:9][CH:10]=[CH:11][CH:12]=2)[N:7]=1. (9) Given the reactants S(=O)(=O)(O)O.C(O)(=[O:8])C.[F:10][C:11]1[CH:16]=[CH:15][C:14]([C:17]([C:26]2[CH:31]=[CH:30][C:29]([F:32])=[CH:28][CH:27]=2)([C:20]2[CH:25]=[CH:24][CH:23]=[CH:22][CH:21]=2)[C:18]#[N:19])=[CH:13][CH:12]=1.[OH-].[NH4+], predict the reaction product. The product is: [F:10][C:11]1[CH:16]=[CH:15][C:14]([C:17]([C:26]2[CH:27]=[CH:28][C:29]([F:32])=[CH:30][CH:31]=2)([C:20]2[CH:25]=[CH:24][CH:23]=[CH:22][CH:21]=2)[C:18]([NH2:19])=[O:8])=[CH:13][CH:12]=1. (10) Given the reactants [NH:1]1[CH:5]=[CH:4][N:3]=[CH:2]1.C(=O)([O-])[O-].[K+].[K+].Br[CH:13]([C:16]1[N:21]=[CH:20][C:19]([C:22]2[CH:30]=[CH:29][C:25]([C:26]([NH2:28])=[O:27])=[CH:24][CH:23]=2)=[CH:18][CH:17]=1)[CH2:14][CH3:15], predict the reaction product. The product is: [N:1]1([CH:13]([C:16]2[N:21]=[CH:20][C:19]([C:22]3[CH:30]=[CH:29][C:25]([C:26]([NH2:28])=[O:27])=[CH:24][CH:23]=3)=[CH:18][CH:17]=2)[CH2:14][CH3:15])[CH:5]=[CH:4][N:3]=[CH:2]1.